Dataset: Peptide-MHC class I binding affinity with 185,985 pairs from IEDB/IMGT. Task: Regression. Given a peptide amino acid sequence and an MHC pseudo amino acid sequence, predict their binding affinity value. This is MHC class I binding data. (1) The peptide sequence is QGYSHGDIK. The MHC is HLA-A11:01 with pseudo-sequence HLA-A11:01. The binding affinity (normalized) is 0.308. (2) The peptide sequence is SPLPITLKY. The MHC is HLA-A26:01 with pseudo-sequence HLA-A26:01. The binding affinity (normalized) is 0.0847. (3) The peptide sequence is DLKDLEAHI. The MHC is HLA-A68:02 with pseudo-sequence HLA-A68:02. The binding affinity (normalized) is 0.0964. (4) The peptide sequence is FRMLAWHVL. The MHC is HLA-B27:20 with pseudo-sequence HLA-B27:20. The binding affinity (normalized) is 1.00. (5) The peptide sequence is GRRGWEALKY. The MHC is HLA-A02:01 with pseudo-sequence HLA-A02:01. The binding affinity (normalized) is 0. (6) The peptide sequence is GTSADLTVEK. The MHC is HLA-A11:01 with pseudo-sequence HLA-A11:01. The binding affinity (normalized) is 0.502. (7) The peptide sequence is KFKRKLMYV. The MHC is HLA-A26:01 with pseudo-sequence HLA-A26:01. The binding affinity (normalized) is 0.0847. (8) The binding affinity (normalized) is 0.0847. The peptide sequence is NTFKFGVIY. The MHC is HLA-B46:01 with pseudo-sequence HLA-B46:01.